This data is from Experimentally validated miRNA-target interactions with 360,000+ pairs, plus equal number of negative samples. The task is: Binary Classification. Given a miRNA mature sequence and a target amino acid sequence, predict their likelihood of interaction. (1) The miRNA is mmu-miR-1898 with sequence AGGUCAAGGUUCACAGGGGAUC. The protein sequence of the target gene is MAELGLNEHHQNEVINYMRFARSKRGLRLKTVDSCFQDLKDSRLVEETFTIDEVSEVLNGLQAVVHSEVESELINTAYTNVLLLRQLFSQAEKWYLKLQTDISELENRELLEQVAEFEKAEFVSSSKKPIIDITKPKLVPINEGGTTELLNKEILRLQQENEKLKSRLKTIEIQAVNALDEKSKLERVLQDLQLDQENQQDLLKAQDLDDLENTVATLRSEFQKTLNDKTENQKSLEENLAAAKHDLLRVQEQLSMAEKELEKKFQQTAAYRNMKEILTKKNDQIKDLRKRLAKYESED. Result: 0 (no interaction). (2) The miRNA is hsa-miR-4667-5p with sequence ACUGGGGAGCAGAAGGAGAACC. The protein sequence of the target gene is MDSRVSELFGGCCRPGGGPAVGGTLKARGAGSSSGCGGPKGKKKNGRNRGGKANNPPYLPPEAEDGNIEYKLKLVNPSQYRFEHLVTQMKWRLQEGRGEAVYQIGVEDNGLLVGLAEEEMRASLKTLHRMAEKVGADITVLREREVDYDSDMPRKITEVLVRKVPDNQQFLDLRVAVLGNVDSGKSTLLGVLTQGELDNGRGRARLNLFRHLHEIQSGRTSSISFEILGFNSKGEVVNYSDSRTAEEICESSSKMITFIDLAGHHKYLHTTIFGLTSYCPDCALLLVSANTGIAGTTREH.... Result: 1 (interaction). (3) The miRNA is gga-miR-23b-5p with sequence GGGUUCCUGGCAUGAUGAUUU. The protein sequence of the target gene is MAKEEPQSISRDLQELQKKLSLLIDSFQNNSKVVAFMKSPVGQYLDSHPFLAFTLLVFIVMSAVPVGFFLLIVVLTTLAALLGVIILEGLVISVGGFSLLCILCGLGFVSLAMSGMMIASYVVVSSLISCWFSPRPLTQQNTSCDFLPAMKSAEFEGLYQE. Result: 0 (no interaction).